This data is from Full USPTO retrosynthesis dataset with 1.9M reactions from patents (1976-2016). The task is: Predict the reactants needed to synthesize the given product. (1) Given the product [O:1]1[CH2:5][CH2:4][O:3][CH:2]1[CH2:6][NH:7][C:9]1[C:14]([N+:15]([O-:17])=[O:16])=[CH:13][CH:12]=[C:11]([O:18][CH3:19])[N:10]=1, predict the reactants needed to synthesize it. The reactants are: [O:1]1[CH2:5][CH2:4][O:3][CH:2]1[CH2:6][NH2:7].Cl[C:9]1[C:14]([N+:15]([O-:17])=[O:16])=[CH:13][CH:12]=[C:11]([O:18][CH3:19])[N:10]=1.C(OCC)(=O)C.O. (2) Given the product [CH3:1][O:2][C:3]1[CH:4]=[CH:5][C:6]([CH2:7][N:8]2[C:12]3[N:13]=[CH:14][C:15]4[CH2:16][N:17]([C:24]([Cl:23])=[O:26])[CH2:18][CH2:19][C:20]=4[C:11]=3[CH:10]=[N:9]2)=[CH:21][CH:22]=1, predict the reactants needed to synthesize it. The reactants are: [CH3:1][O:2][C:3]1[CH:22]=[CH:21][C:6]([CH2:7][N:8]2[C:12]3[N:13]=[CH:14][C:15]4[CH2:16][NH:17][CH2:18][CH2:19][C:20]=4[C:11]=3[CH:10]=[N:9]2)=[CH:5][CH:4]=1.[Cl:23][C:24](Cl)([O:26]C(=O)OC(Cl)(Cl)Cl)Cl.C(N(CC)CC)C. (3) Given the product [CH3:1][O:2][C:3]1[C:16]([O:17][CH3:18])=[CH:15][CH:14]=[C:13]([C:19]2[CH:20]=[C:21]3[C:25](=[CH:26][CH:27]=2)[C:24](=[O:28])[O:23][CH2:22]3)[C:4]=1[O:5][CH2:6][C:7]([CH3:12])([CH3:11])[C:8]([N:31]([CH3:32])[CH3:30])=[O:9], predict the reactants needed to synthesize it. The reactants are: [CH3:1][O:2][C:3]1[C:16]([O:17][CH3:18])=[CH:15][CH:14]=[C:13]([C:19]2[CH:20]=[C:21]3[C:25](=[CH:26][CH:27]=2)[C:24](=[O:28])[O:23][CH2:22]3)[C:4]=1[O:5][CH2:6][C:7]([CH3:12])([CH3:11])[C:8](O)=[O:9].Cl.[CH3:30][N:31](C)[CH2:32]CCN=C=NCC.C(N(CC)CC)C.O.ON1C2C=CC=CC=2N=N1.CNC.